This data is from Catalyst prediction with 721,799 reactions and 888 catalyst types from USPTO. The task is: Predict which catalyst facilitates the given reaction. (1) Reactant: Cl[CH2:2][N:3]1[CH:7]=[CH:6][C:5]([C:8]([F:11])([F:10])[F:9])=[N:4]1.[CH2:12]([CH:15]([C:18]#[N:19])[C:16]#[N:17])[CH:13]=[CH2:14].C(=O)([O-])[O-].[K+].[K+].O. Product: [CH2:12]([C:15]([CH2:2][N:3]1[CH:7]=[CH:6][C:5]([C:8]([F:11])([F:10])[F:9])=[N:4]1)([C:18]#[N:19])[C:16]#[N:17])[CH:13]=[CH2:14]. The catalyst class is: 9. (2) Reactant: [CH2:1]([O:5][C:6]1[CH:11]=[CH:10][C:9]([S:12]([N:15]2[CH2:20][CH2:19][S:18][C:17]([CH3:22])([CH3:21])[CH:16]2[C:23]([O-:25])=[O:24])(=[O:14])=[O:13])=[CH:8][CH:7]=1)[C:2]#[C:3][CH3:4].FC(F)(F)C(O)=O. Product: [CH2:1]([O:5][C:6]1[CH:11]=[CH:10][C:9]([S:12]([N:15]2[CH2:20][CH2:19][S:18][C:17]([CH3:21])([CH3:22])[CH:16]2[C:23]([OH:25])=[O:24])(=[O:13])=[O:14])=[CH:8][CH:7]=1)[C:2]#[C:3][CH3:4]. The catalyst class is: 4. (3) Reactant: C(=O)([O-])[O-].[K+].[K+].Br[CH2:8][C:9]([O:11][CH3:12])=[O:10].[C:13]([O:17][C:18]([NH:20][CH:21]1[CH2:26][CH2:25][CH2:24][N:23]([C:27]2[CH:32]=[CH:31][CH:30]=[C:29]([OH:33])[CH:28]=2)[CH2:22]1)=[O:19])([CH3:16])([CH3:15])[CH3:14]. Product: [C:13]([O:17][C:18]([NH:20][CH:21]1[CH2:26][CH2:25][CH2:24][N:23]([C:27]2[CH:28]=[C:29]([CH:30]=[CH:31][CH:32]=2)[O:33][CH2:8][C:9]([O:11][CH3:12])=[O:10])[CH2:22]1)=[O:19])([CH3:16])([CH3:14])[CH3:15]. The catalyst class is: 42. (4) Reactant: [N:1]1[C:10]2[C:5](=[CH:6][CH:7]=[CH:8][C:9]=2[NH:11][C:12]([C:14]2[C:18]([CH3:19])=[C:17]([Si](C)(C)C)[NH:16][N:15]=2)=[O:13])[CH:4]=[CH:3][CH:2]=1.CCCC[N+](CCCC)(CCCC)CCCC.[F-].C1COCC1. Product: [N:1]1[C:10]2[C:5](=[CH:6][CH:7]=[CH:8][C:9]=2[NH:11][C:12]([C:14]2[C:18]([CH3:19])=[CH:17][NH:16][N:15]=2)=[O:13])[CH:4]=[CH:3][CH:2]=1. The catalyst class is: 6. (5) Reactant: Br[C:2]1C=C[C:5](O)=[C:6]([C:8]2[CH:17]=[CH:16][C:15]3[C:10](=[CH:11][CH:12]=[C:13]([C:18]4[N:22]([CH:23]5[CH2:28][CH2:27][CH2:26][CH2:25][CH2:24]5)[C:21]5[CH:29]=[CH:30][C:31]([C:33]([OH:35])=[O:34])=[CH:32][C:20]=5[N:19]=4)[CH:14]=3)[N:9]=2)[CH:7]=1.[NH:37]1C=CC(C(=O)C)=C1.[OH-].[K+]. Product: [CH:23]1([N:22]2[C:21]3[CH:29]=[CH:30][C:31]([C:33]([OH:35])=[O:34])=[CH:32][C:20]=3[N:19]=[C:18]2[C:13]2[CH:14]=[C:15]3[C:10](=[CH:11][CH:12]=2)[N:9]=[C:8]([C:6]2[CH:7]=[CH:2][NH:37][CH:5]=2)[CH:17]=[CH:16]3)[CH2:24][CH2:25][CH2:26][CH2:27][CH2:28]1. The catalyst class is: 8. (6) The catalyst class is: 80. Product: [C:20]([O-:22])(=[O:21])[CH3:19].[NH4+:12].[CH:2]12[CH2:11][CH:6]3[CH2:7][CH:8]([CH2:10][CH:4]([CH2:5]3)[CH:3]1[NH:12][C:20](=[O:21])[C:19]([CH3:23])([C:13]1[CH:18]=[CH:17][CH:16]=[CH:15][CH:14]=1)[CH3:24])[CH2:9]2. Reactant: Cl.[CH:2]12[CH2:11][CH:6]3[CH2:7][CH:8]([CH2:10][CH:4]([CH2:5]3)[CH:3]1[NH2:12])[CH2:9]2.[C:13]1([C:19]([CH3:24])([CH3:23])[C:20]([OH:22])=[O:21])[CH:18]=[CH:17][CH:16]=[CH:15][CH:14]=1.CCN(C(C)C)C(C)C. (7) Reactant: Br[C:2]1[C:3]([C:23]2[CH:28]=[CH:27][C:26]([Cl:29])=[CH:25][CH:24]=2)=[CH:4][C:5]2[N:6]([C:8]([CH2:11][C:12]3[C:13]([CH3:22])=[N:14][C:15]([C:18]([F:21])([F:20])[F:19])=[CH:16][CH:17]=3)=[N:9][N:10]=2)[CH:7]=1.[CH3:30][O:31][C:32]1[CH:37]=[CH:36][CH:35]=[CH:34][C:33]=1B(O)O.C([O-])([O-])=O.[K+].[K+].ClC1C=CC(C2C(C3C=CC(Cl)=CC=3Cl)=CN3C(CC4C=NC(C(F)(F)F)=CC=4)=NN=C3C=2)=CC=1. Product: [Cl:29][C:26]1[CH:25]=[CH:24][C:23]([C:3]2[C:2]([C:33]3[CH:34]=[CH:35][CH:36]=[CH:37][C:32]=3[O:31][CH3:30])=[CH:7][N:6]3[C:8]([CH2:11][C:12]4[C:13]([CH3:22])=[N:14][C:15]([C:18]([F:21])([F:19])[F:20])=[CH:16][CH:17]=4)=[N:9][N:10]=[C:5]3[CH:4]=2)=[CH:28][CH:27]=1. The catalyst class is: 70.